From a dataset of Forward reaction prediction with 1.9M reactions from USPTO patents (1976-2016). Predict the product of the given reaction. (1) Given the reactants Br[C:2]1[CH:3]=[CH:4][C:5]([N+:8]([O-:10])=[O:9])=[N:6][CH:7]=1.[CH3:11][O:12][C:13]1[CH:14]=[C:15]([SH:19])[CH:16]=[CH:17][CH:18]=1.C(N(CC)CC)C, predict the reaction product. The product is: [CH3:11][O:12][C:13]1[CH:14]=[C:15]([S:19][C:2]2[CH:3]=[CH:4][C:5]([N+:8]([O-:10])=[O:9])=[N:6][CH:7]=2)[CH:16]=[CH:17][CH:18]=1. (2) Given the reactants [F:1][C:2]1[CH:7]=[CH:6][C:5]([CH2:8][C:9](=O)[CH3:10])=[CH:4][CH:3]=1.[C-:12]#[N:13].[Na+].[Cl-].[NH4+:16], predict the reaction product. The product is: [NH2:16][C:9]([CH3:10])([CH2:8][C:5]1[CH:6]=[CH:7][C:2]([F:1])=[CH:3][CH:4]=1)[C:12]#[N:13]. (3) Given the reactants [Br:1][C:2]1[CH:3]=[C:4]([CH:7]=[CH:8][CH:9]=1)[CH:5]=[O:6].[PH:10](=O)([O:14][CH2:15][CH3:16])[O:11][CH2:12][CH3:13], predict the reaction product. The product is: [Br:1][C:2]1[CH:3]=[C:4]([CH:5]([P:10]([O:14][CH2:15][CH3:16])[O:11][CH2:12][CH3:13])[OH:6])[CH:7]=[CH:8][CH:9]=1. (4) Given the reactants C[N:2](C)[CH:3]=[CH:4][C:5]([C:7]1[C:12](=[O:13])[CH:11]=[CH:10][N:9]([C:14]2[CH:19]=[CH:18][C:17]([S:20]([CH3:23])(=[O:22])=[O:21])=[CH:16][CH:15]=2)[N:8]=1)=O.[C:25]1([NH:31]N)[CH:30]=[CH:29][CH:28]=[CH:27][CH:26]=1, predict the reaction product. The product is: [CH3:23][S:20]([C:17]1[CH:18]=[CH:19][C:14]([N:9]2[CH:10]=[CH:11][C:12](=[O:13])[C:7]([C:5]3[N:31]([C:25]4[CH:30]=[CH:29][CH:28]=[CH:27][CH:26]=4)[N:2]=[CH:3][CH:4]=3)=[N:8]2)=[CH:15][CH:16]=1)(=[O:22])=[O:21].